Dataset: Reaction yield outcomes from USPTO patents with 853,638 reactions. Task: Predict the reaction yield, written as a fraction of the theoretical maximum amount of product (1.0 means a 100% yield; for example, 0.34 means a 34% yield). (1) The reactants are [Cl:1][C:2]1[CH:7]=[C:6]([C:8]([F:11])([F:10])[F:9])[CH:5]=[CH:4][C:3]=1[N:12]1[CH2:17][CH2:16][CH:15]([C:18](O)=[O:19])[CH2:14][CH2:13]1.ON1[C:26]2[CH:27]=[CH:28][CH:29]=[CH:30][C:25]=2N=N1.Cl.CN(C)[CH2:34][CH2:35][CH2:36][N:37]=C=NCC.O.CN(C)[CH:46]=[O:47]. No catalyst specified. The product is [Cl:1][C:2]1[CH:7]=[C:6]([C:8]([F:9])([F:10])[F:11])[CH:5]=[CH:4][C:3]=1[N:12]1[CH2:13][CH2:14][CH:15]([C:18]([NH:37][C:36]2[C:35]3[CH2:34][C@@H:46]([OH:47])[CH2:28][CH2:29][C:30]=3[CH:25]=[CH:26][CH:27]=2)=[O:19])[CH2:16][CH2:17]1. The yield is 0.280. (2) The reactants are N.[OH:2][C@H:3]1[CH2:8][CH2:7][CH2:6][C@H:5]([C:9]#[N:10])[CH2:4]1. The catalyst is CO.[Ni]. The product is [NH2:10][CH2:9][C@H:5]1[CH2:6][CH2:7][CH2:8][C@H:3]([OH:2])[CH2:4]1. The yield is 0.790. (3) The reactants are [C:1]1([CH2:7][C@H:8]([OH:12])[C:9]([OH:11])=O)[CH:6]=[CH:5][CH:4]=[CH:3][CH:2]=1.[C-:13]#[N:14].[K+].[C:16]([O-:19])(=O)[CH3:17].[NH4+].[CH3:21]O. No catalyst specified. The product is [OH:12][C@@H:8]([CH2:7][C:1]1[CH:2]=[CH:3][CH:4]=[CH:5][CH:6]=1)[C:9]([N:14]1[CH2:17][CH2:16][O:19][CH2:21][CH2:13]1)=[O:11]. The yield is 0.980. (4) The catalyst is CN(C=O)C. The yield is 0.150. The product is [CH3:1][N:2]1[CH2:7][CH2:6][CH2:5][N:4]([CH2:12][C:13]([O:15][C:16]([CH3:19])([CH3:18])[CH3:17])=[O:14])[C:3]1=[O:8]. The reactants are [CH3:1][N:2]1[CH2:7][CH2:6][CH2:5][NH:4][C:3]1=[O:8].[H-].[Na+].Br[CH2:12][C:13]([O:15][C:16]([CH3:19])([CH3:18])[CH3:17])=[O:14].